This data is from Full USPTO retrosynthesis dataset with 1.9M reactions from patents (1976-2016). The task is: Predict the reactants needed to synthesize the given product. (1) Given the product [I:15][CH2:3][CH2:4][CH2:5][C:6]1[S:10][C:9]([C:11]([O:13][CH3:14])=[O:12])=[CH:8][CH:7]=1, predict the reactants needed to synthesize it. The reactants are: OC[CH2:3][CH2:4][CH2:5][C:6]1[S:10][C:9]([C:11]([O:13][CH3:14])=[O:12])=[CH:8][CH:7]=1.[I-:15]. (2) The reactants are: C[O:2][C:3]1[N:8]=[C:7]([O:9]C)[C:6]([C:11]2[S:12][CH:13]=[C:14]([CH3:16])[N:15]=2)=[CH:5][N:4]=1. Given the product [CH3:16][C:14]1[N:15]=[C:11]([C:6]2[C:7](=[O:9])[NH:8][C:3](=[O:2])[NH:4][CH:5]=2)[S:12][CH:13]=1, predict the reactants needed to synthesize it. (3) Given the product [CH3:1][O:2][C:3]1[CH:8]=[C:7]([O:9][CH3:10])[N:6]=[C:5]([N:11]2[CH2:18][CH:17]3[CH2:16][N:15]([C:31]([C:26]4[C:25]([C:19]5[CH:24]=[CH:23][CH:22]=[CH:21][CH:20]=5)=[CH:30][CH:29]=[CH:28][N:27]=4)=[O:32])[CH2:14][CH:13]3[CH2:12]2)[N:4]=1, predict the reactants needed to synthesize it. The reactants are: [CH3:1][O:2][C:3]1[CH:8]=[C:7]([O:9][CH3:10])[N:6]=[C:5]([N:11]2[CH2:18][CH:17]3[CH:13]([CH2:14][NH:15][CH2:16]3)[CH2:12]2)[N:4]=1.[C:19]1([C:25]2[C:26]([C:31](O)=[O:32])=[N:27][CH:28]=[CH:29][CH:30]=2)[CH:24]=[CH:23][CH:22]=[CH:21][CH:20]=1. (4) Given the product [Cl:16][C:13]1[CH:14]=[CH:15][C:6]([O:5][CH2:4][C:3]([OH:26])=[O:2])=[C:7]2[C:12]=1[N:11]=[C:10]([CH3:17])[C:9]([CH2:18][C:19]1[CH:20]=[CH:21][C:22]([Cl:25])=[CH:23][CH:24]=1)=[CH:8]2, predict the reactants needed to synthesize it. The reactants are: C[O:2][C:3](=[O:26])[CH2:4][O:5][C:6]1[CH:15]=[CH:14][C:13]([Cl:16])=[C:12]2[C:7]=1[CH:8]=[C:9]([CH2:18][C:19]1[CH:24]=[CH:23][C:22]([Cl:25])=[CH:21][CH:20]=1)[C:10]([CH3:17])=[N:11]2.C(O)C.[OH-].[Li+].